From a dataset of Peptide-MHC class I binding affinity with 185,985 pairs from IEDB/IMGT. Regression. Given a peptide amino acid sequence and an MHC pseudo amino acid sequence, predict their binding affinity value. This is MHC class I binding data. (1) The peptide sequence is EVDEGSDMM. The MHC is HLA-B40:01 with pseudo-sequence HLA-B40:01. The binding affinity (normalized) is 0.0847. (2) The MHC is HLA-A68:01 with pseudo-sequence HLA-A68:01. The peptide sequence is RMATMLEYVR. The binding affinity (normalized) is 0.948. (3) The peptide sequence is RVDFCGKGY. The binding affinity (normalized) is 0.0847. The MHC is HLA-A31:01 with pseudo-sequence HLA-A31:01. (4) The peptide sequence is RTLLSRKY. The MHC is Mamu-A02 with pseudo-sequence Mamu-A02. The binding affinity (normalized) is 0.818. (5) The peptide sequence is EETLLTTWL. The MHC is HLA-A02:01 with pseudo-sequence HLA-A02:01. The binding affinity (normalized) is 0.0847. (6) The peptide sequence is LNSWDVFGNWF. The MHC is Mamu-B52 with pseudo-sequence Mamu-B52. The binding affinity (normalized) is 0.373. (7) The peptide sequence is FLGKIWPSHK. The MHC is HLA-B40:02 with pseudo-sequence HLA-B40:02. The binding affinity (normalized) is 0.